This data is from Cav3 T-type calcium channel HTS with 100,875 compounds. The task is: Binary Classification. Given a drug SMILES string, predict its activity (active/inactive) in a high-throughput screening assay against a specified biological target. (1) The molecule is O(C(=O)c1c(n(nc1)Cc1ccccc1)N)CC. The result is 0 (inactive). (2) The result is 0 (inactive). The compound is Clc1c(Cn2nc(c(NC(=O)/C=C\c3c(n(nc3)CC)C)c2C)C)ccc(Cl)c1. (3) The drug is Fc1ccc(c2nn(C(C)(C)C)c3ncnc(N)c23)cc1. The result is 0 (inactive). (4) The drug is s1\c(n(CC(O)COc2ccccc2)c2c1cccc2)=N/CC. The result is 1 (active).